Dataset: NCI-60 drug combinations with 297,098 pairs across 59 cell lines. Task: Regression. Given two drug SMILES strings and cell line genomic features, predict the synergy score measuring deviation from expected non-interaction effect. (1) Drug 1: CN(CC1=CN=C2C(=N1)C(=NC(=N2)N)N)C3=CC=C(C=C3)C(=O)NC(CCC(=O)O)C(=O)O. Drug 2: CN(CCCl)CCCl.Cl. Cell line: CAKI-1. Synergy scores: CSS=26.3, Synergy_ZIP=-4.06, Synergy_Bliss=-4.41, Synergy_Loewe=-9.62, Synergy_HSA=-8.97. (2) Drug 1: CC=C1C(=O)NC(C(=O)OC2CC(=O)NC(C(=O)NC(CSSCCC=C2)C(=O)N1)C(C)C)C(C)C. Drug 2: C1CNP(=O)(OC1)N(CCCl)CCCl. Cell line: MCF7. Synergy scores: CSS=37.1, Synergy_ZIP=-1.16, Synergy_Bliss=-1.14, Synergy_Loewe=-42.0, Synergy_HSA=-0.544.